Dataset: Full USPTO retrosynthesis dataset with 1.9M reactions from patents (1976-2016). Task: Predict the reactants needed to synthesize the given product. (1) Given the product [S:4]1[C:5]2[CH:10]=[CH:9][CH:8]=[CH:7][C:6]=2[C:2]([C@H:18]2[CH2:17][CH2:21][CH:22]=[CH:14]2)=[CH:3]1, predict the reactants needed to synthesize it. The reactants are: Br[C:2]1[C:6]2[CH:7]=[CH:8][CH:9]=[CH:10][C:5]=2[S:4][CH:3]=1.[N+]([C:14]1[CH:22]=[CH:21][C:17]([C:18](O)=O)=CC=1)([O-])=O.C1CCCC=1. (2) Given the product [CH:23]1([C:2]2[C:3]([C:16]3[CH:21]=[CH:20][C:19]([F:22])=[CH:18][CH:17]=3)=[N:4][C:5]([O:12][CH:13]([CH3:15])[CH3:14])=[C:6]([CH:11]=2)[C:7]([O:9][CH3:10])=[O:8])[CH2:25][CH2:24]1, predict the reactants needed to synthesize it. The reactants are: Br[C:2]1[C:3]([C:16]2[CH:21]=[CH:20][C:19]([F:22])=[CH:18][CH:17]=2)=[N:4][C:5]([O:12][CH:13]([CH3:15])[CH3:14])=[C:6]([CH:11]=1)[C:7]([O:9][CH3:10])=[O:8].[CH:23]1(B(O)O)[CH2:25][CH2:24]1.C1(P(C2CCCCC2)C2C=CC=CC=2C2C(OC)=CC=CC=2OC)CCCCC1.C(=O)([O-])[O-].[Na+].[Na+]. (3) Given the product [Cl:31][C:27]1[CH:28]=[C:29]2[C:24](=[CH:25][CH:26]=1)[NH:23][C:22](=[O:32])[C:21]([C@@H:19]([NH:18][C:2]1[N:7]=[C:6]([N:8]([CH2:12][C:13]([CH3:16])([CH3:15])[CH3:14])[C:9](=[O:11])[CH3:10])[CH:5]=[CH:4][N:3]=1)[CH3:20])=[CH:30]2, predict the reactants needed to synthesize it. The reactants are: Cl[C:2]1[N:7]=[C:6]([N:8]([CH2:12][C:13]([CH3:16])([CH3:15])[CH3:14])[C:9](=[O:11])[CH3:10])[CH:5]=[CH:4][N:3]=1.Cl.[NH2:18][C@H:19]([C:21]1[C:22](=[O:32])[NH:23][C:24]2[C:29]([CH:30]=1)=[CH:28][C:27]([Cl:31])=[CH:26][CH:25]=2)[CH3:20].C(N(C(C)C)CC)(C)C. (4) Given the product [C:28]([CH2:27][NH:26][C:18]([C:6]1[S:7][C:8]2=[N:9][C:10]3[CH2:11][CH2:12][CH:13]([C:42]([CH3:41])([CH3:43])[CH3:54])[CH2:14][C:15]=3[CH:16]=[C:17]2[CH:5]=1)=[O:20])#[N:29], predict the reactants needed to synthesize it. The reactants are: C([C:5]1[C:17]2[C:8](=[N:9][C:10]3[CH2:11][CH2:12][CH2:13][CH2:14][C:15]=3[CH:16]=2)[S:7][C:6]=1[C:18]([OH:20])=O)(C)(C)C.S(=O)(=O)(O)O.[NH2:26][CH2:27][C:28]#[N:29].CN(C(ON1N=NC2[CH:41]=[CH:42][CH:43]=NC1=2)=[N+](C)C)C.F[P-](F)(F)(F)(F)F.[CH3:54]N1CCOCC1. (5) Given the product [CH2:10]([O:17][CH2:18][CH:19]([C:5]1[C:6]([Cl:8])=[N:7][C:2]([Br:1])=[CH:3][CH:4]=1)[OH:20])[C:11]1[CH:16]=[CH:15][CH:14]=[CH:13][CH:12]=1, predict the reactants needed to synthesize it. The reactants are: [Br:1][C:2]1[N:7]=[C:6]([Cl:8])[C:5](I)=[CH:4][CH:3]=1.[CH2:10]([O:17][CH2:18][CH:19]=[O:20])[C:11]1[CH:16]=[CH:15][CH:14]=[CH:13][CH:12]=1.[NH4+].[Cl-].